Dataset: Catalyst prediction with 721,799 reactions and 888 catalyst types from USPTO. Task: Predict which catalyst facilitates the given reaction. (1) Reactant: [OH:1][CH2:2][C:3]1[C:8]([O:9][CH3:10])=[C:7]([CH3:11])[N:6]=[CH:5][C:4]=1[CH2:12][NH:13][C:14]([C:16]1[CH:21]=[CH:20][C:19]([C:22]2[CH:27]=[CH:26][C:25]([C:28]#[N:29])=[CH:24][CH:23]=2)=[CH:18][CH:17]=1)=[O:15].[NH3:30]. Product: [OH:1][CH2:2][C:3]1[C:8]([O:9][CH3:10])=[C:7]([CH3:11])[N:6]=[CH:5][C:4]=1[CH2:12][NH:13][C:14]([C:16]1[CH:21]=[CH:20][C:19]([C:22]2[CH:23]=[CH:24][C:25]([C:28](=[NH:30])[NH2:29])=[CH:26][CH:27]=2)=[CH:18][CH:17]=1)=[O:15]. The catalyst class is: 357. (2) Reactant: [C:1]1([CH:7]2[C:15]3[C:10](=[CH:11][CH:12]=[CH:13][CH:14]=3)[CH2:9][N:8]2[C:16]([O:18][CH:19]2[CH:24]3[CH2:25][CH2:26][N:21]([CH2:22][CH2:23]3)[CH2:20]2)=[O:17])[CH:6]=[CH:5][CH:4]=[CH:3][CH:2]=1.CI.[C:29](#N)C. Product: [C:1]1([CH:7]2[C:15]3[C:10](=[CH:11][CH:12]=[CH:13][CH:14]=3)[CH2:9][N:8]2[C:16]([O:18][CH:19]2[CH:24]3[CH2:25][CH2:26][N:21]([CH2:22][CH2:23]3)[CH2:20]2)=[O:17])[CH:6]=[CH:5][CH:4]=[CH:3][CH:2]=1.[C:1]1([CH:7]2[C:15]3[C:10](=[CH:11][CH:12]=[CH:13][CH:14]=3)[CH2:9][N:8]2[C:16]([O:18][C:19]2([CH3:29])[CH:24]3[CH2:25][CH2:26][N:21]([CH2:22][CH2:23]3)[CH2:20]2)=[O:17])[CH:6]=[CH:5][CH:4]=[CH:3][CH:2]=1. The catalyst class is: 11. (3) Reactant: Cl.[NH2:2][N:3]1[C:12](=[O:13])[C:11]2[C:6](=[C:7]([CH3:23])[C:8]([N:15]3[CH2:19][C@@H:18]([CH3:20])[C@H:17]([CH2:21][NH2:22])[CH2:16]3)=[C:9]([F:14])[CH:10]=2)[N:5]([CH:24]2[CH2:26][CH2:25]2)[C:4]1=[O:27].C(N(CC)CC)C.[C:35](#[N:38])[CH:36]=[CH2:37]. Product: [NH2:2][N:3]1[C:12](=[O:13])[C:11]2[C:6](=[C:7]([CH3:23])[C:8]([N:15]3[CH2:19][CH:18]([CH3:20])[CH:17]([CH2:21][NH:22][CH2:37][CH2:36][C:35]#[N:38])[CH2:16]3)=[C:9]([F:14])[CH:10]=2)[N:5]([CH:24]2[CH2:26][CH2:25]2)[C:4]1=[O:27]. The catalyst class is: 5. (4) Reactant: Cl.Cl[CH2:3][CH2:4][N:5]1[CH2:10][CH2:9][O:8][CH2:7][CH2:6]1.C([O-])([O-])=O.[K+].[K+].[CH3:17][S:18]([NH:21][CH2:22][C:23]1[CH:24]=[C:25]2[C:29](=[CH:30][CH:31]=1)[C:28](=[O:32])[N:27]([CH2:33][C:34]([O:36][C:37]([CH3:40])([CH3:39])[CH3:38])=[O:35])[C:26]2=[O:41])(=[O:20])=[O:19]. Product: [O:8]1[CH2:9][CH2:10][N:5]([CH2:4][CH2:3][N:21]([CH2:22][C:23]2[CH:24]=[C:25]3[C:29](=[CH:30][CH:31]=2)[C:28](=[O:32])[N:27]([CH2:33][C:34]([O:36][C:37]([CH3:39])([CH3:38])[CH3:40])=[O:35])[C:26]3=[O:41])[S:18]([CH3:17])(=[O:19])=[O:20])[CH2:6][CH2:7]1. The catalyst class is: 3. (5) Reactant: [H-].[Na+].[F:3][C:4]1[CH:12]=[CH:11][C:7]([CH2:8][CH2:9][OH:10])=[CH:6][CH:5]=1.I[CH3:14].[NH4+].[Cl-]. Product: [F:3][C:4]1[CH:12]=[CH:11][C:7]([CH2:8][CH2:9][O:10][CH3:14])=[CH:6][CH:5]=1. The catalyst class is: 1. (6) Reactant: CO[C:3](=[O:34])[C@@H:4]([NH:26][CH2:27][C:28]1[CH:33]=[CH:32][CH:31]=[CH:30][CH:29]=1)[CH2:5][S:6][C:7]([C:20]1[CH:25]=[CH:24][CH:23]=[CH:22][CH:21]=1)([C:14]1[CH:19]=[CH:18][CH:17]=[CH:16][CH:15]=1)[C:8]1[CH:13]=[CH:12][CH:11]=[CH:10][CH:9]=1.[CH:35]([N:38](C(C)C)CC)(C)[CH3:36].BrCC(Br)=[O:47]. Product: [CH2:27]([N:26]1[C@@H:4]([CH2:5][S:6][C:7]([C:14]2[CH:19]=[CH:18][CH:17]=[CH:16][CH:15]=2)([C:20]2[CH:21]=[CH:22][CH:23]=[CH:24][CH:25]=2)[C:8]2[CH:9]=[CH:10][CH:11]=[CH:12][CH:13]=2)[C:3](=[O:34])[NH:38][CH2:35][C:36]1=[O:47])[C:28]1[CH:33]=[CH:32][CH:31]=[CH:30][CH:29]=1. The catalyst class is: 4. (7) Reactant: C([O:8][C:9]1[C:13]([O:14]CC2C=CC=CC=2)=[C:12]([C:22]2[CH:27]=[CH:26][CH:25]=[CH:24][N:23]=2)[N:11]([C:28]2[CH:33]=[CH:32][C:31]([O:34][CH3:35])=[CH:30][CH:29]=2)[C:10]=1[C:36]([O:38][CH2:39][CH3:40])=[O:37])C1C=CC=CC=1. Product: [OH:8][C:9]1[C:13]([OH:14])=[C:12]([C:22]2[CH:27]=[CH:26][CH:25]=[CH:24][N:23]=2)[N:11]([C:28]2[CH:33]=[CH:32][C:31]([O:34][CH3:35])=[CH:30][CH:29]=2)[C:10]=1[C:36]([O:38][CH2:39][CH3:40])=[O:37]. The catalyst class is: 403. (8) Reactant: [Br:1][C:2]1[CH:3]=[CH:4][C:5]([C:8]([CH3:13])([CH3:12])[C:9]([OH:11])=O)=[N:6][CH:7]=1.[CH:14]1([NH2:20])[CH2:19][CH2:18][CH2:17][CH2:16][CH2:15]1.CCCP(=O)=O. Product: [Br:1][C:2]1[CH:3]=[CH:4][C:5]([C:8]([CH3:13])([CH3:12])[C:9]([NH:20][CH:14]2[CH2:19][CH2:18][CH2:17][CH2:16][CH2:15]2)=[O:11])=[N:6][CH:7]=1. The catalyst class is: 3. (9) Reactant: [CH3:1][N:2]1[C:15]2[C:10](=[CH:11][CH:12]=[CH:13][CH:14]=2)[C:4]2([CH2:9][CH2:8][NH:7][CH2:6][CH2:5]2)[CH2:3]1.Br[CH2:17][C:18]1[CH:41]=[CH:40][C:21]([CH2:22][O:23][C:24]2[CH:29]=[CH:28][C:27]([C@@H:30]([C:37]#[C:38][CH3:39])[CH2:31][C:32]([O:34][CH2:35][CH3:36])=[O:33])=[CH:26][CH:25]=2)=[CH:20][CH:19]=1.C([O-])([O-])=O.[Cs+].[Cs+]. Product: [CH3:1][N:2]1[C:15]2[C:10](=[CH:11][CH:12]=[CH:13][CH:14]=2)[C:4]2([CH2:5][CH2:6][N:7]([CH2:17][C:18]3[CH:19]=[CH:20][C:21]([CH2:22][O:23][C:24]4[CH:29]=[CH:28][C:27]([C@@H:30]([C:37]#[C:38][CH3:39])[CH2:31][C:32]([O:34][CH2:35][CH3:36])=[O:33])=[CH:26][CH:25]=4)=[CH:40][CH:41]=3)[CH2:8][CH2:9]2)[CH2:3]1. The catalyst class is: 18.